Predict which catalyst facilitates the given reaction. From a dataset of Catalyst prediction with 721,799 reactions and 888 catalyst types from USPTO. (1) Reactant: [C:1]([NH:8][C@H:9]([C:13]([OH:15])=O)[C@@H:10]([CH3:12])[OH:11])([O:3][C:4]([CH3:7])([CH3:6])[CH3:5])=[O:2].C[C@@H](O)[C@@H]1NC(=O)[C@H](CCN)NC(=O)[C@H](CCN)NC(=O)[C@H](CC(C)C)NC(=O)[C@@H](CC2C=CC=CC=2)NC(=O)[C@H](CCN)NC(=O)[C@@H](NC([C@@H](N)CCN)=O)CCNC1=O.OS(O)(=O)=O.CN(C(ON1N=NC2C=CC=NC1=2)=[N+](C)C)C.F[P-](F)(F)(F)(F)F.C(N(CC)C(C)C)(C)C.[CH3:115][C:116]([CH3:136])=[CH:117][CH2:118][CH2:119]/[C:120](/[CH3:135])=[CH:121]/[CH2:122][CH2:123]/[C:124](/[CH3:134])=[CH:125]/[CH2:126][S:127][CH2:128][C@H:129]([NH2:133])[C:130]([OH:132])=[O:131]. Product: [OH:11][C@H:10]([C@@H:9]([C:13](=[O:15])[NH:133][C@H:129]([C:130]([OH:132])=[O:131])[CH2:128][S:127][CH2:126]/[CH:125]=[C:124](\[CH3:134])/[CH2:123][CH2:122]/[CH:121]=[C:120](\[CH3:135])/[CH2:119][CH2:118][CH:117]=[C:116]([CH3:136])[CH3:115])[NH:8][C:1](=[O:2])[O:3][C:4]([CH3:5])([CH3:6])[CH3:7])[CH3:12]. The catalyst class is: 2. (2) Reactant: [CH2:1]([N:8]([CH2:27][C:28]1[CH:33]=[CH:32][CH:31]=[CH:30][CH:29]=1)[CH:9]([C:13]([O:16][C:17]1[CH:22]=[CH:21][C:20]([F:23])=[CH:19][C:18]=1[N+:24]([O-])=O)([CH3:15])[CH3:14])[C:10]([OH:12])=[O:11])[C:2]1[CH:7]=[CH:6][CH:5]=[CH:4][CH:3]=1. Product: [NH2:24][C:18]1[CH:19]=[C:20]([F:23])[CH:21]=[CH:22][C:17]=1[O:16][C:13]([CH3:14])([CH3:15])[CH:9]([N:8]([CH2:1][C:2]1[CH:3]=[CH:4][CH:5]=[CH:6][CH:7]=1)[CH2:27][C:28]1[CH:33]=[CH:32][CH:31]=[CH:30][CH:29]=1)[C:10]([OH:12])=[O:11]. The catalyst class is: 94. (3) Reactant: [CH:1]1([CH2:8][O:9][C:10]2[CH:11]=[C:12]([CH2:16][CH2:17][CH2:18][NH:19]C(=O)C(F)(F)F)[CH:13]=[CH:14][CH:15]=2)[CH2:7][CH2:6][CH2:5][CH2:4][CH2:3][CH2:2]1.CO. Product: [CH:1]1([CH2:8][O:9][C:10]2[CH:11]=[C:12]([CH2:16][CH2:17][CH2:18][NH2:19])[CH:13]=[CH:14][CH:15]=2)[CH2:2][CH2:3][CH2:4][CH2:5][CH2:6][CH2:7]1. The catalyst class is: 6. (4) Reactant: [Br:1][C:2]1[CH:7]=[CH:6][C:5]([S:8](Cl)(=[O:10])=[O:9])=[CH:4][CH:3]=1.C(N(CC)CC)C.[NH2:19][CH2:20][C@@H:21]([OH:23])[CH3:22]. Product: [Br:1][C:2]1[CH:7]=[CH:6][C:5]([S:8]([NH:19][CH2:20][C@H:21]([OH:23])[CH3:22])(=[O:10])=[O:9])=[CH:4][CH:3]=1. The catalyst class is: 4. (5) Product: [Cl-:37].[Cl:37][C:29]1[CH:28]=[C:27]([C:24]2[S:23][C:22]([C:4]3[C:3]([CH2:1][CH3:2])=[C:8]([CH:7]=[CH:6][CH:5]=3)[CH2:9][NH+:10]3[CH2:13][CH:12]([C:14]([O:16][CH3:17])=[O:15])[CH2:11]3)=[N:26][N:25]=2)[CH:32]=[CH:31][C:30]=1[O:33][CH:34]([CH3:35])[CH3:36]. The catalyst class is: 488. Reactant: [CH2:1]([C:3]1[C:8]([CH2:9][N:10]2[CH2:13][CH:12]([C:14]([O:16][CH3:17])=[O:15])[CH2:11]2)=[CH:7][CH:6]=[CH:5][C:4]=1B(O)O)[CH3:2].Br[C:22]1[S:23][C:24]([C:27]2[CH:32]=[CH:31][C:30]([O:33][CH:34]([CH3:36])[CH3:35])=[C:29]([Cl:37])[CH:28]=2)=[N:25][N:26]=1.C(=O)([O-])[O-].[K+].[K+].CC(C1C=C(C(C)C)C(C2C=CC=CC=2P(C2CCCCC2)C2CCCCC2)=C(C(C)C)C=1)C.B(O)O. (6) Reactant: [Si]([O:18][CH2:19][C:20]1[S:21][C:22]([C:25]2[NH:26][C:27]([CH:30]([C:38]3[CH:43]=[CH:42][C:41]([S:44]([CH:47]4[CH2:49][CH2:48]4)(=[O:46])=[O:45])=[CH:40][CH:39]=3)[CH2:31][CH:32]3[CH2:37][CH2:36][O:35][CH2:34][CH2:33]3)=[CH:28][CH:29]=2)=[N:23][N:24]=1)(C(C)(C)C)(C1C=CC=CC=1)C1C=CC=CC=1.[F-].C([N+](CCCC)(CCCC)CCCC)CCC. Product: [CH:47]1([S:44]([C:41]2[CH:42]=[CH:43][C:38]([CH:30]([C:27]3[NH:26][C:25]([C:22]4[S:21][C:20]([CH2:19][OH:18])=[N:24][N:23]=4)=[CH:29][CH:28]=3)[CH2:31][CH:32]3[CH2:33][CH2:34][O:35][CH2:36][CH2:37]3)=[CH:39][CH:40]=2)(=[O:45])=[O:46])[CH2:49][CH2:48]1. The catalyst class is: 54. (7) Reactant: [CH3:1][O:2][CH2:3][CH2:4][O:5][C:6]1[CH:11]=[CH:10][C:9]([CH2:12][CH2:13][CH2:14][OH:15])=[C:8]([O:16][CH2:17][C:18]2[CH:23]=[CH:22][C:21]([C:24]([F:27])([F:26])[F:25])=[CH:20][CH:19]=2)[CH:7]=1.O[C:29]1[CH:33]=[C:32]([CH2:34][CH2:35][C:36]([O:38]CC)=[O:37])[N:31]([CH3:41])[N:30]=1.C(P(CCCC)CCCC)CCC.N(C(N1CCCCC1)=O)=NC(N1CCCCC1)=O.O1CCCC1CO.[OH-].[Na+].Cl. Product: [CH3:1][O:2][CH2:3][CH2:4][O:5][C:6]1[CH:11]=[CH:10][C:9]([CH2:12][CH2:13][CH2:14][O:15][C:29]2[CH:33]=[C:32]([CH2:34][CH2:35][C:36]([OH:38])=[O:37])[N:31]([CH3:41])[N:30]=2)=[C:8]([O:16][CH2:17][C:18]2[CH:19]=[CH:20][C:21]([C:24]([F:25])([F:26])[F:27])=[CH:22][CH:23]=2)[CH:7]=1. The catalyst class is: 7.